This data is from Catalyst prediction with 721,799 reactions and 888 catalyst types from USPTO. The task is: Predict which catalyst facilitates the given reaction. (1) Reactant: I[C:2]1[N:3]=[CH:4][N:5]([C:7]([C:20]2[CH:25]=[CH:24][CH:23]=[CH:22][CH:21]=2)([C:14]2[CH:19]=[CH:18][CH:17]=[CH:16][CH:15]=2)[C:8]2[CH:13]=[CH:12][CH:11]=[CH:10][CH:9]=2)[CH:6]=1.C([Mg]Br)C.[CH3:30][C:31]1[N:36]=[C:35]([CH:37]=[O:38])[CH:34]=[CH:33][CH:32]=1. Product: [CH3:30][C:31]1[N:36]=[C:35]([CH:37]([C:2]2[N:3]=[CH:4][N:5]([C:7]([C:14]3[CH:19]=[CH:18][CH:17]=[CH:16][CH:15]=3)([C:8]3[CH:9]=[CH:10][CH:11]=[CH:12][CH:13]=3)[C:20]3[CH:25]=[CH:24][CH:23]=[CH:22][CH:21]=3)[CH:6]=2)[OH:38])[CH:34]=[CH:33][CH:32]=1. The catalyst class is: 4. (2) Reactant: [F:1][C:2]1[CH:7]=[C:6]([OH:8])[CH:5]=[CH:4][C:3]=1[C:9]1[N:10]=[CH:11][C:12]([C:15]([O:17][CH3:18])=[O:16])=[N:13][CH:14]=1.CS(O[CH2:24][CH:25]1[CH2:30][CH2:29][N:28]([C:31]([O:33][C:34]([CH3:37])([CH3:36])[CH3:35])=[O:32])[CH2:27][CH2:26]1)(=O)=O.C([O-])([O-])=O.[K+].[K+].[NH4+].[Cl-]. Product: [C:34]([O:33][C:31]([N:28]1[CH2:29][CH2:30][CH:25]([CH2:24][O:8][C:6]2[CH:5]=[CH:4][C:3]([C:9]3[N:10]=[CH:11][C:12]([C:15]([O:17][CH3:18])=[O:16])=[N:13][CH:14]=3)=[C:2]([F:1])[CH:7]=2)[CH2:26][CH2:27]1)=[O:32])([CH3:37])([CH3:35])[CH3:36]. The catalyst class is: 3.